This data is from Catalyst prediction with 721,799 reactions and 888 catalyst types from USPTO. The task is: Predict which catalyst facilitates the given reaction. (1) Reactant: [CH:1](O)=[O:2].C(OC(=O)C)(=O)C.[NH2:11][C:12]1[CH:13]=[CH:14][C:15]2[N:35]([CH:36]=1)[C:18]1[N:19]([C:28]3[CH:29]=[N:30][C:31]([Cl:34])=[CH:32][CH:33]=3)[C:20](=[O:27])[C:21]3[C:26]([C:17]=1[N:16]=2)=[CH:25][CH:24]=[CH:23][CH:22]=3. The catalyst class is: 4. Product: [Cl:34][C:31]1[N:30]=[CH:29][C:28]([N:19]2[C:18]3[N:35]4[CH:36]=[C:12]([NH:11][CH:1]=[O:2])[CH:13]=[CH:14][C:15]4=[N:16][C:17]=3[C:26]3[C:21](=[CH:22][CH:23]=[CH:24][CH:25]=3)[C:20]2=[O:27])=[CH:33][CH:32]=1. (2) Reactant: [Cl:1][C:2]1[CH:11]=[CH:10][C:9]2[N:8]=[C:7]3[CH2:12][N:13]([CH2:16][CH3:17])[C:14](=[O:15])[C:6]3=[C:5](Cl)[C:4]=2[CH:3]=1.Cl.[Cl:20][C:21]1[CH:22]=[C:23]([CH:26]=[CH:27][C:28]=1[O:29][CH3:30])[CH2:24][NH2:25]. Product: [Cl:1][C:2]1[CH:11]=[CH:10][C:9]2[N:8]=[C:7]3[CH2:12][N:13]([CH2:16][CH3:17])[C:14](=[O:15])[C:6]3=[C:5]([NH:25][CH2:24][C:23]3[CH:26]=[CH:27][C:28]([O:29][CH3:30])=[C:21]([Cl:20])[CH:22]=3)[C:4]=2[CH:3]=1. The catalyst class is: 259.